Dataset: Full USPTO retrosynthesis dataset with 1.9M reactions from patents (1976-2016). Task: Predict the reactants needed to synthesize the given product. Given the product [N:3]1[CH:2]=[CH:14][CH:6]=[C:5]([O:7][C:8]2[CH2:12][CH2:11][O:10][N:9]=2)[CH:4]=1, predict the reactants needed to synthesize it. The reactants are: N1[CH:6]=[C:5]([O:7][C:8]2[CH2:12][CH2:11][O:10][N:9]=2)[CH:4]=[N:3][CH:2]=1.Cl[C:14]1C=CC=C(C(OO)=O)C=1.